Predict the reaction yield, written as a fraction of the theoretical maximum amount of product (1.0 means a 100% yield; for example, 0.34 means a 34% yield). From a dataset of Reaction yield outcomes from USPTO patents with 853,638 reactions. (1) The reactants are [C:1]([C:5]1[CH:6]=[C:7]([C:19]([O:21][CH3:22])=[O:20])[CH:8]=[C:9]([C:12]2[CH:17]=[CH:16][C:15]([CH3:18])=[CH:14][CH:13]=2)[C:10]=1[OH:11])([CH3:4])([CH3:3])[CH3:2].[CH2:23](Br)[CH:24]([CH3:26])[CH3:25]. No catalyst specified. The product is [C:1]([C:5]1[CH:6]=[C:7]([C:19]([O:21][CH3:22])=[O:20])[CH:8]=[C:9]([C:12]2[CH:17]=[CH:16][C:15]([CH3:18])=[CH:14][CH:13]=2)[C:10]=1[O:11][CH2:23][CH:24]([CH3:26])[CH3:25])([CH3:4])([CH3:2])[CH3:3]. The yield is 0.950. (2) The reactants are [Br:1][C:2]1[CH:16]=[C:15]([CH2:17][NH:18][CH3:19])[CH:14]=[CH:13][C:3]=1[O:4][CH2:5][C:6]([O:8][C:9]([CH3:12])([CH3:11])[CH3:10])=[O:7].C(N(CC)CC)C.[Cl:27][C:28]1[CH:29]=[C:30]([S:35](Cl)(=[O:37])=[O:36])[CH:31]=[CH:32][C:33]=1[F:34]. The catalyst is C(Cl)Cl. The product is [Br:1][C:2]1[CH:16]=[C:15]([CH2:17][N:18]([CH3:19])[S:35]([C:30]2[CH:31]=[CH:32][C:33]([F:34])=[C:28]([Cl:27])[CH:29]=2)(=[O:37])=[O:36])[CH:14]=[CH:13][C:3]=1[O:4][CH2:5][C:6]([O:8][C:9]([CH3:12])([CH3:11])[CH3:10])=[O:7]. The yield is 0.590. (3) The reactants are O=[C:2]([C:17]1[CH:22]=[CH:21][CH:20]=[CH:19][CH:18]=1)[CH2:3][O:4][C:5](=O)[CH2:6][CH2:7][CH2:8][CH2:9][CH2:10][CH2:11][C:12]([O:14][CH3:15])=[O:13].C([NH2:26])(=O)C.B(F)(F)F.CCOCC. The catalyst is C([O-])(O)=O.[Na+]. The product is [CH3:15][O:14][C:12](=[O:13])[CH2:11][CH2:10][CH2:9][CH2:8][CH2:7][CH2:6][C:5]1[O:4][CH:3]=[C:2]([C:17]2[CH:22]=[CH:21][CH:20]=[CH:19][CH:18]=2)[N:26]=1. The yield is 0.880. (4) The reactants are [Br:1][C:2]1[CH:3]=[C:4]2[C:8](=[CH:9][CH:10]=1)[N:7](C(=O)C)[CH2:6][CH2:5]2.C([O-])([O-])=O.[Na+].[Na+]. The catalyst is Cl. The product is [Br:1][C:2]1[CH:3]=[C:4]2[C:8](=[CH:9][CH:10]=1)[NH:7][CH2:6][CH2:5]2. The yield is 0.550. (5) The reactants are CCCC[N+](CCCC)(CCCC)CCCC.[F-].[Si]([O:36][CH2:37][CH2:38][CH2:39][N:40]1[C:44]2=[N:45][CH:46]=[CH:47][CH:48]=[C:43]2[C:42]([C:49]2[C:50](=[O:68])[NH:51][C:52](=[O:67])[C:53]=2[C:54]2[C:59]3[S:60][C:61]4[CH:66]=[CH:65][CH:64]=[CH:63][C:62]=4[C:58]=3[CH:57]=[CH:56][CH:55]=2)=[CH:41]1)(C(C)(C)C)(C1C=CC=CC=1)C1C=CC=CC=1. The catalyst is C1COCC1. The product is [CH:57]1[C:58]2[C:62]3[CH:63]=[CH:64][CH:65]=[CH:66][C:61]=3[S:60][C:59]=2[C:54]([C:53]2[C:52](=[O:67])[NH:51][C:50](=[O:68])[C:49]=2[C:42]2[C:43]3[C:44](=[N:45][CH:46]=[CH:47][CH:48]=3)[N:40]([CH2:39][CH2:38][CH2:37][OH:36])[CH:41]=2)=[CH:55][CH:56]=1. The yield is 0.670. (6) The reactants are [C:1]([O:5][C:6]([N:8]1[C@@H:12]([CH3:13])[CH2:11][CH2:10][C@H:9]1[C:14]1[NH:15][C:16]([C:19]2[CH:24]=[C:23]3[CH2:25][O:26][C:27]4[CH:52]=[C:51]5[C:30]([CH2:31][CH2:32][C:33]6[N:37]=[C:36]([C@@H:38]7[CH2:42][CH2:41][C@H:40]([CH3:43])[N:39]7[C:44]([O:46][C:47]([CH3:50])([CH3:49])[CH3:48])=[O:45])[NH:35][C:34]=65)=[CH:29][C:28]=4[C:22]3=[CH:21][CH:20]=2)=[CH:17][N:18]=1)=[O:7])([CH3:4])([CH3:3])[CH3:2]. The catalyst is C(Cl)Cl.O=[Mn]=O. The product is [C:47]([O:46][C:44]([N:39]1[C@@H:40]([CH3:43])[CH2:41][CH2:42][C@H:38]1[C:36]1[NH:35][C:34]2[C:51]3[C:30]([CH:31]=[CH:32][C:33]=2[N:37]=1)=[CH:29][C:28]1[C:22]2[C:23]([CH2:25][O:26][C:27]=1[CH:52]=3)=[CH:24][C:19]([C:16]1[NH:15][C:14]([C@@H:9]3[CH2:10][CH2:11][C@H:12]([CH3:13])[N:8]3[C:6]([O:5][C:1]([CH3:3])([CH3:2])[CH3:4])=[O:7])=[N:18][CH:17]=1)=[CH:20][CH:21]=2)=[O:45])([CH3:50])([CH3:48])[CH3:49]. The yield is 0.850.